From a dataset of Peptide-MHC class II binding affinity with 134,281 pairs from IEDB. Regression. Given a peptide amino acid sequence and an MHC pseudo amino acid sequence, predict their binding affinity value. This is MHC class II binding data. The peptide sequence is KASPVLAFPAGVCPT. The MHC is DRB3_0101 with pseudo-sequence DRB3_0101. The binding affinity (normalized) is 0.0325.